Dataset: Forward reaction prediction with 1.9M reactions from USPTO patents (1976-2016). Task: Predict the product of the given reaction. (1) Given the reactants [CH3:1][O:2][C:3]1[CH:22]=[CH:21][C:6]([CH2:7][C@@H:8]2[C:12]3=[N:13][C:14]4[CH:19]=[CH:18][CH:17]=[CH:16][C:15]=4[N:11]3[C:10](=[O:20])[NH:9]2)=[CH:5][CH:4]=1.[CH3:23][O:24][CH2:25][C@H:26]([C:28]1[CH:33]=[CH:32][CH:31]=[CH:30][CH:29]=1)[NH2:27].C(O)(C(F)(F)F)=O, predict the reaction product. The product is: [NH:13]1[C:14]2[CH:19]=[CH:18][CH:17]=[CH:16][C:15]=2[N:11]=[C:12]1[C@H:8]([NH:9][C:10]([NH:27][C@@H:26]([C:28]1[CH:33]=[CH:32][CH:31]=[CH:30][CH:29]=1)[CH2:25][O:24][CH3:23])=[O:20])[CH2:7][C:6]1[CH:5]=[CH:4][C:3]([O:2][CH3:1])=[CH:22][CH:21]=1. (2) The product is: [Cl:1][C:2]1[N:7]=[C:6]([C:8]([O:10][CH2:11][CH3:12])=[O:9])[C:5]([NH:19][CH:16]2[CH2:17][CH2:18][O:14][CH2:15]2)=[CH:4][N:3]=1. Given the reactants [Cl:1][C:2]1[N:7]=[C:6]([C:8]([O:10][CH2:11][CH3:12])=[O:9])[C:5](F)=[CH:4][N:3]=1.[O:14]1[CH2:18][CH2:17][CH:16]([NH2:19])[CH2:15]1, predict the reaction product.